Dataset: Full USPTO retrosynthesis dataset with 1.9M reactions from patents (1976-2016). Task: Predict the reactants needed to synthesize the given product. (1) Given the product [Br:1][C:2]1[C:7]([NH2:8])=[CH:6][C:5]([F:11])=[CH:4][N:3]=1, predict the reactants needed to synthesize it. The reactants are: [Br:1][C:2]1[C:7]([N+:8]([O-])=O)=[CH:6][C:5]([F:11])=[CH:4][N:3]=1.Cl[Sn]Cl. (2) Given the product [CH3:12][O:11][C:9]([CH:8]1[CH2:1][CH:2]=[C:3]([CH3:5])[CH2:4][CH:7]1[C:6]([O:14][CH3:15])=[O:13])=[O:10], predict the reactants needed to synthesize it. The reactants are: [CH2:1]=[CH:2][C:3](=[CH2:5])[CH3:4].[C:6]([O:14][CH3:15])(=[O:13])/[CH:7]=[CH:8]\[C:9]([O:11][CH3:12])=[O:10]. (3) Given the product [Cl:1][C:2]1[CH:7]=[CH:6][CH:5]=[C:4]([F:8])[C:3]=1[C:9]1[N:10]=[C:11]2[N:12]3[C:13]([NH:17][C:18](=[O:24])[N:26]([C:27]4[CH:28]=[CH:29][C:30]5[O:31][CH2:32][CH2:33][O:34][C:35]=5[CH:36]=4)[C:25]=13)=[CH:14][CH:15]=[CH:16]2, predict the reactants needed to synthesize it. The reactants are: [Cl:1][C:2]1[CH:7]=[CH:6][CH:5]=[C:4]([F:8])[C:3]=1[C:9]1[N:10]=[C:11]2[CH:16]=[CH:15][CH:14]=[C:13]([NH:17][C:18](=[O:24])OC(C)(C)C)[N:12]2[C:25]=1[NH:26][C:27]1[CH:36]=[CH:35][C:30]2[O:31][CH2:32][CH2:33][O:34][C:29]=2[CH:28]=1.[OH-].[Na+].[NH4+].[Cl-].